From a dataset of Forward reaction prediction with 1.9M reactions from USPTO patents (1976-2016). Predict the product of the given reaction. (1) Given the reactants Cl.Cl.[NH2:3][CH2:4][CH2:5][N:6]1[C:14]2[C:13]([NH:15][C:16]3[CH:21]=[CH:20][C:19]([O:22][C:23]4[C:28]5[CH:29]=[CH:30][S:31][C:27]=5[CH:26]=[CH:25][CH:24]=4)=[C:18]([Cl:32])[CH:17]=3)=[N:12][CH:11]=[N:10][C:9]=2[CH:8]=[CH:7]1.[OH:33][C:34]([CH3:40])([CH3:39])[CH2:35][C:36](O)=[O:37].ON1C2C=CC=CC=2N=N1.Cl.C(N=C=NCCCN(C)C)C, predict the reaction product. The product is: [S:31]1[C:27]2[CH:26]=[CH:25][CH:24]=[C:23]([O:22][C:19]3[CH:20]=[CH:21][C:16]([NH:15][C:13]4[C:14]5[N:6]([CH2:5][CH2:4][NH:3][C:36](=[O:37])[CH2:35][C:34]([OH:33])([CH3:40])[CH3:39])[CH:7]=[CH:8][C:9]=5[N:10]=[CH:11][N:12]=4)=[CH:17][C:18]=3[Cl:32])[C:28]=2[CH:29]=[CH:30]1. (2) Given the reactants Cl[C:2]1[N:7]=[CH:6][C:5]([CH3:8])=[CH:4][N:3]=1.[OH:9][CH:10]1[CH2:15][CH2:14][NH:13][CH2:12][CH2:11]1, predict the reaction product. The product is: [CH3:8][C:5]1[CH:4]=[N:3][C:2]([N:13]2[CH2:14][CH2:15][CH:10]([OH:9])[CH2:11][CH2:12]2)=[N:7][CH:6]=1. (3) Given the reactants [CH2:1]([NH:5][C:6]1[N:14]=[C:13]2[C:9]([N:10]=[C:11]([O:25][CH3:26])[N:12]2[CH2:15][CH2:16][CH2:17][N:18]2[CH2:23][CH2:22][N:21]([CH3:24])[CH2:20][CH2:19]2)=[C:8]([NH2:27])[N:7]=1)[CH2:2][CH2:3][CH3:4].[CH2:28](NC1N=C2C(N=C(OC)N2CCCCl)=C(N)N=1)CCC.C(N1CCNCC1)C, predict the reaction product. The product is: [CH2:1]([NH:5][C:6]1[N:14]=[C:13]2[C:9]([N:10]=[C:11]([O:25][CH3:26])[N:12]2[CH2:15][CH2:16][CH2:17][N:18]2[CH2:19][CH2:20][N:21]([CH2:24][CH3:28])[CH2:22][CH2:23]2)=[C:8]([NH2:27])[N:7]=1)[CH2:2][CH2:3][CH3:4]. (4) Given the reactants [CH3:1][C:2]1[CH:7]=[C:6]([CH3:8])[C:5](OB(O)O)=[C:4]([O:13][CH3:14])[CH:3]=1.O.O.O.O.O.O.O.O.[OH-].[Ba+2].[OH-].Br[C:27]1[N:32]2[N:33]=[C:34]([CH2:39][CH3:40])[C:35]([N+:36]([O-:38])=[O:37])=[C:31]2[C:30]([O:41][CH3:42])=[CH:29][CH:28]=1, predict the reaction product. The product is: [CH2:39]([C:34]1[C:35]([N+:36]([O-:38])=[O:37])=[C:31]2[C:30]([O:41][CH3:42])=[CH:29][CH:28]=[C:27]([C:5]3[C:6]([CH3:8])=[CH:7][C:2]([CH3:1])=[CH:3][C:4]=3[O:13][CH3:14])[N:32]2[N:33]=1)[CH3:40]. (5) Given the reactants C([N:5]1[CH:13](O)[C:12]2[C:7](=[CH:8][CH:9]=[C:10]([CH3:15])[CH:11]=2)[C:6]1=[O:16])(C)(C)C.O.[NH2:18]N, predict the reaction product. The product is: [CH3:15][C:10]1[CH:11]=[C:12]2[C:7](=[CH:8][CH:9]=1)[C:6](=[O:16])[NH:18][N:5]=[CH:13]2.